This data is from Full USPTO retrosynthesis dataset with 1.9M reactions from patents (1976-2016). The task is: Predict the reactants needed to synthesize the given product. (1) Given the product [Cl:21][C:17]1[CH:18]=[C:19]2[C:14](=[CH:15][CH:16]=1)[NH:13][C:12](=[O:22])[C:11]([C@@H:9]([NH:8][C:6]1[CH:5]=[CH:4][CH:3]=[C:2]([N:25]3[CH2:24][CH2:23][CH2:29][S:26]3(=[O:28])=[O:27])[N:7]=1)[CH3:10])=[CH:20]2, predict the reactants needed to synthesize it. The reactants are: Br[C:2]1[N:7]=[C:6]([NH:8][C@H:9]([C:11]2[C:12](=[O:22])[NH:13][C:14]3[C:19]([CH:20]=2)=[CH:18][C:17]([Cl:21])=[CH:16][CH:15]=3)[CH3:10])[CH:5]=[CH:4][CH:3]=1.[CH2:23]1[CH2:29][S:26](=[O:28])(=[O:27])[NH:25][CH2:24]1.P([O-])([O-])([O-])=O.[K+].[K+].[K+].[C@@H]1(N)CCCC[C@H]1N. (2) Given the product [CH3:2][N:4]1[CH2:9][CH2:8][CH:7]([CH2:10][CH:11]2[CH2:16][CH2:15][NH:14][CH2:13][CH2:12]2)[CH2:6][CH2:5]1, predict the reactants needed to synthesize it. The reactants are: C[CH:2]([N:4]1[CH2:9][CH2:8][CH:7]([CH2:10][CH:11]2[CH2:16][CH2:15][N:14](C(OC(C)(C)C)=O)[CH2:13][CH2:12]2)[CH2:6][CH2:5]1)C. (3) Given the product [Br:9][C:10]1[CH:11]=[CH:12][C:13]([N:16]2[C:1](=[O:5])[CH:2]=[C:3]([CH3:4])[N:29]=[C:17]2[CH2:18][C@@H:19]2[CH2:23][CH2:22][N:21]([C:24]([CH:26]3[CH2:27][CH2:28]3)=[O:25])[CH2:20]2)=[CH:14][CH:15]=1, predict the reactants needed to synthesize it. The reactants are: [C:1](OCC)(=[O:5])[C:2]#[C:3][CH3:4].[Br:9][C:10]1[CH:15]=[CH:14][C:13]([NH:16][C:17](=[NH:29])[CH2:18][C@@H:19]2[CH2:23][CH2:22][N:21]([C:24]([CH:26]3[CH2:28][CH2:27]3)=[O:25])[CH2:20]2)=[CH:12][CH:11]=1.C(N(CC)C(C)C)(C)C.BrC1C=CC(N2C(C)=CC(=O)N=C2C[C@@H]2CCN(C(C3CC3)=O)C2)=CC=1. (4) Given the product [C:26]([N:30]1[C:34]([CH3:35])=[CH:33][C:32]([NH:36][C:2]2[C:11]3[C:6](=[CH:7][CH:8]=[CH:9][CH:10]=3)[C:5](=[O:12])[N:4]([C:13]3[CH:18]=[CH:17][C:16]([C:19]4[CH:24]=[CH:23][CH:22]=[CH:21][C:20]=4[CH3:25])=[CH:15][CH:14]=3)[N:3]=2)=[N:31]1)([CH3:29])([CH3:28])[CH3:27], predict the reactants needed to synthesize it. The reactants are: Br[C:2]1[C:11]2[C:6](=[CH:7][CH:8]=[CH:9][CH:10]=2)[C:5](=[O:12])[N:4]([C:13]2[CH:18]=[CH:17][C:16]([C:19]3[CH:24]=[CH:23][CH:22]=[CH:21][C:20]=3[CH3:25])=[CH:15][CH:14]=2)[N:3]=1.[C:26]([N:30]1[C:34]([CH3:35])=[CH:33][C:32]([NH2:36])=[N:31]1)([CH3:29])([CH3:28])[CH3:27]. (5) Given the product [F:23][C:22]([F:25])([F:24])[C:17]1[CH:18]=[CH:19][CH:20]=[CH:21][C:16]=1[C:14]([N:11]1[CH2:12][CH2:13][N:8]([C:5]2[N:6]=[N:7][C:2]([C:27]#[N:29])=[CH:3][CH:4]=2)[CH2:9][CH2:10]1)=[O:15], predict the reactants needed to synthesize it. The reactants are: Cl[C:2]1[N:7]=[N:6][C:5]([N:8]2[CH2:13][CH2:12][N:11]([C:14]([C:16]3[CH:21]=[CH:20][CH:19]=[CH:18][C:17]=3[C:22]([F:25])([F:24])[F:23])=[O:15])[CH2:10][CH2:9]2)=[CH:4][CH:3]=1.C[C:27]([N:29](C)C)=O.